Dataset: Full USPTO retrosynthesis dataset with 1.9M reactions from patents (1976-2016). Task: Predict the reactants needed to synthesize the given product. The reactants are: [C:1]([NH:14][CH2:15][CH2:16][CH2:17][N:18]([CH3:20])[CH3:19])(=[O:13])[CH2:2][CH2:3][CH2:4][CH2:5][CH2:6][CH2:7][CH2:8][CH2:9][CH2:10][CH2:11][CH3:12].C(OCC)C.[Cl:26][CH2:27][C:28]([O:30][CH2:31][CH2:32][C:33]1[CH:38]=[CH:37][CH:36]=[CH:35][CH:34]=1)=[O:29].ClCC([O-])=O. Given the product [Cl-:26].[CH3:20][N+:18]([CH3:19])([CH2:27][C:28]([O:30][CH2:31][CH2:32][C:33]1[CH:38]=[CH:37][CH:36]=[CH:35][CH:34]=1)=[O:29])[CH2:17][CH2:16][CH2:15][NH:14][C:1](=[O:13])[CH2:2][CH2:3][CH2:4][CH2:5][CH2:6][CH2:7][CH2:8][CH2:9][CH2:10][CH2:11][CH3:12], predict the reactants needed to synthesize it.